This data is from Blood-brain barrier permeability classification from the B3DB database. The task is: Regression/Classification. Given a drug SMILES string, predict its absorption, distribution, metabolism, or excretion properties. Task type varies by dataset: regression for continuous measurements (e.g., permeability, clearance, half-life) or binary classification for categorical outcomes (e.g., BBB penetration, CYP inhibition). Dataset: b3db_classification. (1) The drug is NCC(=CF)CCc1ccc(F)cc1. The result is 1 (penetrates BBB). (2) The drug is CN1CCC(Oc2ccc(N=[N+]=[N-])c(F)c2)CC1. The result is 0 (does not penetrate BBB). (3) The drug is COc1ccc2c(c1)[C@@]13CCCC[C@@H]1[C@@H](C2)N(C)CC3. The result is 1 (penetrates BBB). (4) The compound is C[C@H](CN1CCOCC1)C(C(=O)N1CCCC1)(c1ccccc1)c1ccccc1. The result is 1 (penetrates BBB). (5) The molecule is O=C(CF)NCCCCCC(=O)Nc1ccccc1. The result is 1 (penetrates BBB).